Dataset: Full USPTO retrosynthesis dataset with 1.9M reactions from patents (1976-2016). Task: Predict the reactants needed to synthesize the given product. (1) Given the product [N:3]1[C:4]2[C:9](=[CH:8][CH:7]=[CH:6][CH:5]=2)[CH:10]=[CH:11][C:2]=1[NH:14][CH2:13][CH2:12][NH2:15], predict the reactants needed to synthesize it. The reactants are: Cl[C:2]1[CH:11]=[CH:10][C:9]2[C:4](=[CH:5][CH:6]=[CH:7][CH:8]=2)[N:3]=1.[CH2:12]([NH2:15])[CH2:13][NH2:14]. (2) The reactants are: [O:1]=[C:2]1[CH2:7][N:6]([C:8]([O:10][C:11]([CH3:14])([CH3:13])[CH3:12])=[O:9])[C@H:5]([C:15]([O:17]C)=[O:16])[CH2:4][CH2:3]1.[OH-].[Li+]. Given the product [C:11]([O:10][C:8]([N:6]1[CH2:7][C:2](=[O:1])[CH2:3][CH2:4][C@H:5]1[C:15]([OH:17])=[O:16])=[O:9])([CH3:14])([CH3:12])[CH3:13], predict the reactants needed to synthesize it. (3) Given the product [N:10]1([C:6]2[CH:5]=[C:4]([CH:9]=[CH:8][CH:7]=2)[NH2:1])[CH2:11][CH2:12][CH2:13]1, predict the reactants needed to synthesize it. The reactants are: [N+:1]([C:4]1[CH:5]=[C:6]([N:10]2[CH2:13][CH2:12][CH2:11]2)[CH:7]=[CH:8][CH:9]=1)([O-])=O. (4) Given the product [CH3:20][O:19][C:15]1[CH:16]=[CH:17][CH:18]=[C:13]2[C:14]=1[O:22][C@@H:10]([CH2:9][O:8][Si:1]([C:4]([CH3:5])([CH3:6])[CH3:7])([CH3:2])[CH3:3])[CH2:11][CH2:12]2, predict the reactants needed to synthesize it. The reactants are: [Si:1]([O:8][CH2:9][C@@H:10]([OH:22])[CH2:11][CH2:12][C:13]1[CH:18]=[CH:17][CH:16]=[C:15]([O:19][CH3:20])[C:14]=1O)([C:4]([CH3:7])([CH3:6])[CH3:5])([CH3:3])[CH3:2].C1(P(C2C=CC=CC=2)C2C=CC=CC=2)C=CC=CC=1.N(C(OCC)=O)=NC(OCC)=O. (5) Given the product [NH:38]1[CH:39]=[C:35](/[CH:33]=[CH:34]/[C:2]2[CH:25]=[CH:24][C:5]([O:6][C:7]3[C:8]4[CH:22]=[CH:21][C:20]([OH:23])=[CH:19][C:9]=4[S:10][C:11]=3[C:12]3[CH:17]=[CH:16][C:15]([OH:18])=[CH:14][CH:13]=3)=[CH:4][CH:3]=2)[N:36]=[CH:37]1, predict the reactants needed to synthesize it. The reactants are: Br[C:2]1[CH:25]=[CH:24][C:5]([O:6][C:7]2[C:8]3[CH:22]=[CH:21][C:20]([OH:23])=[CH:19][C:9]=3[S:10][C:11]=2[C:12]2[CH:17]=[CH:16][C:15]([OH:18])=[CH:14][CH:13]=2)=[CH:4][CH:3]=1.C(N(CC)CC)C.[CH:33]([C:35]1[N:36]=[CH:37][N:38](C(OC(C)(C)C)=O)[CH:39]=1)=[CH2:34]. (6) The reactants are: [CH3:1][O:2][C:3]([C:5]1[NH:6][C:7]([CH2:12]C)=[CH:8][C:9]=1[C:10]#[N:11])=[O:4].C(C1C=C(C)NC=1C(O)=O)#N. Given the product [CH3:1][O:2][C:3]([C:5]1[NH:6][C:7]([CH3:12])=[CH:8][C:9]=1[C:10]#[N:11])=[O:4], predict the reactants needed to synthesize it. (7) Given the product [Cl-:19].[Cl:1][N:3]([Cl:2])[C:4]([CH3:13])([CH3:12])[CH2:5][CH2:6][CH2:7][P+:8]([CH3:9])([CH3:11])[CH3:10], predict the reactants needed to synthesize it. The reactants are: [ClH:1].[Cl-:2].[NH2:3][C:4]([CH3:13])([CH3:12])[CH2:5][CH2:6][CH2:7][P+:8]([CH3:11])([CH3:10])[CH3:9].C(O[Cl:19])(C)(C)C. (8) Given the product [CH2:1]([C@@:5]1([CH2:28][CH3:29])[NH:11][C@H:10]([C:12]2[CH:17]=[CH:16][CH:15]=[CH:14][CH:13]=2)[C:9]2[CH:18]=[C:19]([O:24][CH3:25])[C:20]([CH2:22][NH:30][C@@H:31]([C:37]([O:39][CH3:40])=[O:38])[CH2:32][C:33]([O:35][CH3:36])=[O:34])=[CH:21][C:8]=2[S:7](=[O:26])(=[O:27])[CH2:6]1)[CH2:2][CH2:3][CH3:4], predict the reactants needed to synthesize it. The reactants are: [CH2:1]([C@@:5]1([CH2:28][CH3:29])[NH:11][C@H:10]([C:12]2[CH:17]=[CH:16][CH:15]=[CH:14][CH:13]=2)[C:9]2[CH:18]=[C:19]([O:24][CH3:25])[C:20]([CH:22]=O)=[CH:21][C:8]=2[S:7](=[O:27])(=[O:26])[CH2:6]1)[CH2:2][CH2:3][CH3:4].[NH2:30][C@@H:31]([C:37]([O:39][CH3:40])=[O:38])[CH2:32][C:33]([O:35][CH3:36])=[O:34].C(=O)([O-])[O-].[K+].[K+].